This data is from Peptide-MHC class I binding affinity with 185,985 pairs from IEDB/IMGT. The task is: Regression. Given a peptide amino acid sequence and an MHC pseudo amino acid sequence, predict their binding affinity value. This is MHC class I binding data. (1) The peptide sequence is AFHQLVQVI. The MHC is HLA-B51:01 with pseudo-sequence HLA-B51:01. The binding affinity (normalized) is 0.0847. (2) The peptide sequence is LTDSSTLLV. The MHC is HLA-A68:02 with pseudo-sequence HLA-A68:02. The binding affinity (normalized) is 0.0847. (3) The peptide sequence is RPNMSRRVF. The MHC is HLA-A02:01 with pseudo-sequence HLA-A02:01. The binding affinity (normalized) is 0. (4) The peptide sequence is YSGFMPKCSK. The MHC is Mamu-B8301 with pseudo-sequence Mamu-B8301. The binding affinity (normalized) is 0.966. (5) The peptide sequence is WVSRFGERK. The MHC is HLA-A23:01 with pseudo-sequence HLA-A23:01. The binding affinity (normalized) is 0.0847. (6) The peptide sequence is SQILQIVGM. The MHC is HLA-B15:01 with pseudo-sequence HLA-B15:01. The binding affinity (normalized) is 0.755.